Task: Regression. Given a peptide amino acid sequence and an MHC pseudo amino acid sequence, predict their binding affinity value. This is MHC class I binding data.. Dataset: Peptide-MHC class I binding affinity with 185,985 pairs from IEDB/IMGT (1) The peptide sequence is DEVEFLGHY. The MHC is HLA-B44:03 with pseudo-sequence HLA-B44:03. The binding affinity (normalized) is 0.592. (2) The peptide sequence is FMAAFYRVM. The MHC is BoLA-D18.4 with pseudo-sequence BoLA-D18.4. The binding affinity (normalized) is 0.379. (3) The peptide sequence is AASCGGAVF. The MHC is HLA-A68:02 with pseudo-sequence HLA-A68:02. The binding affinity (normalized) is 0. (4) The peptide sequence is KFKRKLMYV. The MHC is HLA-A02:12 with pseudo-sequence HLA-A02:12. The binding affinity (normalized) is 0.0847.